This data is from Forward reaction prediction with 1.9M reactions from USPTO patents (1976-2016). The task is: Predict the product of the given reaction. (1) Given the reactants C1C2C(COC([NH:18][C@H:19]([C:23]([N:25]([C@@H:27]([C@@H:60]([CH3:63])[CH2:61][CH3:62])[C@H:28]([O:58][CH3:59])[CH2:29][C:30]([N:32]3[CH2:36][CH2:35][CH2:34][C@H:33]3[C@H:37]([O:56][CH3:57])[C@@H:38]([CH3:55])[C:39](=[O:54])[NH:40][C@H:41]([C:49]3[S:50][CH:51]=[CH:52][N:53]=3)[CH2:42][C:43]3[CH:48]=[CH:47][CH:46]=[CH:45][CH:44]=3)=[O:31])[CH3:26])=[O:24])[CH:20]([CH3:22])[CH3:21])=O)C3C(=CC=CC=3)C=2C=CC=1, predict the reaction product. The product is: [CH3:59][O:58][C@@H:28]([C@@H:27]([N:25]([CH3:26])[C:23](=[O:24])[C@H:19]([CH:20]([CH3:22])[CH3:21])[NH2:18])[C@@H:60]([CH3:63])[CH2:61][CH3:62])[CH2:29][C:30]([N:32]1[CH2:36][CH2:35][CH2:34][C@H:33]1[C@H:37]([O:56][CH3:57])[C@@H:38]([CH3:55])[C:39](=[O:54])[NH:40][C@H:41]([C:49]1[S:50][CH:51]=[CH:52][N:53]=1)[CH2:42][C:43]1[CH:44]=[CH:45][CH:46]=[CH:47][CH:48]=1)=[O:31]. (2) Given the reactants [F:1][C:2]1([F:35])[O:6][C:5]2[CH:7]=[CH:8][C:9]([C:11]3([C:14]([NH:16][C:17]4[N:22]=[C:21]([C:23]5[CH:24]=[N:25][C:26]([O:32][CH3:33])=[C:27]([N+:29]([O-])=O)[CH:28]=5)[C:20]([CH3:34])=[CH:19][CH:18]=4)=[O:15])[CH2:13][CH2:12]3)=[CH:10][C:4]=2[O:3]1.[H][H], predict the reaction product. The product is: [NH2:29][C:27]1[CH:28]=[C:23]([C:21]2[C:20]([CH3:34])=[CH:19][CH:18]=[C:17]([NH:16][C:14]([C:11]3([C:9]4[CH:8]=[CH:7][C:5]5[O:6][C:2]([F:1])([F:35])[O:3][C:4]=5[CH:10]=4)[CH2:12][CH2:13]3)=[O:15])[N:22]=2)[CH:24]=[N:25][C:26]=1[O:32][CH3:33]. (3) Given the reactants [C:1]([C:3]1[C:4]([CH3:20])=[C:5]2[C:9](=[CH:10][CH:11]=1)[N:8]([CH2:12][CH2:13][CH2:14][C:15]([O:17][CH2:18][CH3:19])=[O:16])[N:7]=[CH:6]2)#[N:2].C(=O)(O)[O-].[Na+].Cl.[NH2:27][OH:28], predict the reaction product. The product is: [OH:28][NH:27][C:1](=[NH:2])[C:3]1[C:4]([CH3:20])=[C:5]2[C:9](=[CH:10][CH:11]=1)[N:8]([CH2:12][CH2:13][CH2:14][C:15]([O:17][CH2:18][CH3:19])=[O:16])[N:7]=[CH:6]2. (4) Given the reactants [CH3:1][O:2][CH2:3][CH2:4][O:5][C:6]1[CH:7]=[C:8]2[C:12](=[C:13]([N:15]([CH3:25])[S:16]([C:19]3[CH:24]=[CH:23][CH:22]=[CH:21][N:20]=3)(=[O:18])=[O:17])[CH:14]=1)[NH:11][C:10]([C:26]([OH:28])=O)=[CH:9]2.Cl.[CH3:30][O:31][C:32](=[O:56])[C@@H:33]([CH2:35][S:36][C:37]([C:50]1[CH:55]=[CH:54][CH:53]=[CH:52][CH:51]=1)([C:44]1[CH:49]=[CH:48][CH:47]=[CH:46][CH:45]=1)[C:38]1[CH:43]=[CH:42][CH:41]=[CH:40][CH:39]=1)[NH2:34].N1(O)C2C=CC=CC=2N=N1.Cl.CN(C)CCCN=C=NCC, predict the reaction product. The product is: [CH3:30][O:31][C:32](=[O:56])[C@@H:33]([CH2:35][S:36][C:37]([C:50]1[CH:55]=[CH:54][CH:53]=[CH:52][CH:51]=1)([C:38]1[CH:39]=[CH:40][CH:41]=[CH:42][CH:43]=1)[C:44]1[CH:49]=[CH:48][CH:47]=[CH:46][CH:45]=1)[NH:34][C:26]([C:10]1[NH:11][C:12]2[C:8]([CH:9]=1)=[CH:7][C:6]([O:5][CH2:4][CH2:3][O:2][CH3:1])=[CH:14][C:13]=2[N:15]([CH3:25])[S:16]([C:19]1[CH:24]=[CH:23][CH:22]=[CH:21][N:20]=1)(=[O:18])=[O:17])=[O:28]. (5) Given the reactants [N:1]([CH:4]([C:22]1[CH:27]=[CH:26][N:25]=[CH:24][CH:23]=1)[CH2:5][N:6]1[C:14]2[CH:13]=[CH:12][C:11]([CH3:15])=[CH:10][C:9]=2[C:8]2[CH2:16][CH2:17][N:18]([CH3:21])[CH2:19][CH2:20][C:7]1=2)=[N+]=[N-].[Cl-].[NH4+], predict the reaction product. The product is: [CH3:21][N:18]1[CH2:17][CH2:16][C:8]2[C:9]3[CH:10]=[C:11]([CH3:15])[CH:12]=[CH:13][C:14]=3[N:6]([CH2:5][CH:4]([C:22]3[CH:23]=[CH:24][N:25]=[CH:26][CH:27]=3)[NH2:1])[C:7]=2[CH2:20][CH2:19]1. (6) Given the reactants [Mg+2].[Cl-].[Cl-].[C:4]([O:12][CH2:13][CH3:14])(=[O:11])[CH2:5][C:6]([O:8]CC)=O.C(N(CC)CC)C.[F:22][C:23]1[C:31]([O:32][C:33]([Cl:36])([F:35])[F:34])=[C:30]([F:37])[C:29]([F:38])=[CH:28][C:24]=1C(Cl)=O.Cl, predict the reaction product. The product is: [O:8]=[C:6]([C:24]1[CH:28]=[C:29]([F:38])[C:30]([F:37])=[C:31]([O:32][C:33]([Cl:36])([F:35])[F:34])[C:23]=1[F:22])[CH2:5][C:4]([O:12][CH2:13][CH3:14])=[O:11]. (7) Given the reactants [Br:1][C:2]1[CH:3]=[C:4]2[C:13](=[CH:14][CH:15]=1)[C:7]1([CH2:12][CH2:11][O:10][CH2:9][CH2:8]1)[CH:6]=[C:5]2[C:16]1[CH:21]=[CH:20][N:19]=[C:18]([NH2:22])[N:17]=1.C1C(=O)N([Cl:30])C(=O)C1, predict the reaction product. The product is: [Br:1][C:2]1[CH:3]=[C:4]2[C:13](=[CH:14][CH:15]=1)[C:7]1([CH2:12][CH2:11][O:10][CH2:9][CH2:8]1)[CH:6]=[C:5]2[C:16]1[C:21]([Cl:30])=[CH:20][N:19]=[C:18]([NH2:22])[N:17]=1. (8) Given the reactants [CH3:1][O:2][C:3](=[O:20])[C@@H:4]([NH:9][C:10]([O:12][CH2:13][C:14]1[CH:19]=[CH:18][CH:17]=[CH:16][CH:15]=1)=[O:11])[CH2:5][C:6](O)=[O:7].B, predict the reaction product. The product is: [CH3:1][O:2][C:3](=[O:20])[C@@H:4]([NH:9][C:10]([O:12][CH2:13][C:14]1[CH:15]=[CH:16][CH:17]=[CH:18][CH:19]=1)=[O:11])[CH2:5][CH2:6][OH:7].